Dataset: Forward reaction prediction with 1.9M reactions from USPTO patents (1976-2016). Task: Predict the product of the given reaction. (1) The product is: [NH2:1][C:2]1[CH:3]=[C:4]([CH:9]=[CH:10][C:11]=1[C:19]1[CH:18]=[CH:17][N:16]=[CH:15][C:14]=1[F:13])[C:5]([O:7][CH3:8])=[O:6]. Given the reactants [NH2:1][C:2]1[CH:3]=[C:4]([CH:9]=[CH:10][C:11]=1Br)[C:5]([O:7][CH3:8])=[O:6].[F:13][C:14]1[CH:15]=[N:16][CH:17]=[CH:18][C:19]=1B(O)O.O1CCOCC1.C(=O)([O-])[O-].[K+].[K+], predict the reaction product. (2) Given the reactants [CH3:1][N:2]1[CH:6]([C:7]([O:9]C(C)(C)C)=[O:8])[CH2:5][N:4]([C:14]2[N:19]=[C:18]([C:20]([F:23])([F:22])[F:21])[CH:17]=[CH:16][N:15]=2)[C:3]1=[O:24], predict the reaction product. The product is: [CH3:1][N:2]1[CH:6]([C:7]([OH:9])=[O:8])[CH2:5][N:4]([C:14]2[N:19]=[C:18]([C:20]([F:23])([F:22])[F:21])[CH:17]=[CH:16][N:15]=2)[C:3]1=[O:24].